This data is from Full USPTO retrosynthesis dataset with 1.9M reactions from patents (1976-2016). The task is: Predict the reactants needed to synthesize the given product. (1) Given the product [C:23]([Si:27]([C:56]1[CH:57]=[CH:58][CH:59]=[CH:60][CH:61]=1)([C:62]1[CH:67]=[CH:66][CH:65]=[CH:64][CH:63]=1)[O:28][CH:29]1[CH2:33][CH2:32][C:31](=[O:34])[CH:30]1[CH2:35][O:36][C:37]([C:44]1[CH:45]=[CH:46][CH:47]=[CH:48][CH:49]=1)([C:50]1[CH:51]=[CH:52][CH:53]=[CH:54][CH:55]=1)[C:38]1[CH:43]=[CH:42][CH:41]=[CH:40][CH:39]=1)([CH3:26])([CH3:24])[CH3:25], predict the reactants needed to synthesize it. The reactants are: CC(OI1(OC(C)=O)(OC(C)=O)OC(=O)C2C1=CC=CC=2)=O.[C:23]([Si:27]([C:62]1[CH:67]=[CH:66][CH:65]=[CH:64][CH:63]=1)([C:56]1[CH:61]=[CH:60][CH:59]=[CH:58][CH:57]=1)[O:28][CH:29]1[CH2:33][CH2:32][CH:31]([OH:34])[CH:30]1[CH2:35][O:36][C:37]([C:50]1[CH:55]=[CH:54][CH:53]=[CH:52][CH:51]=1)([C:44]1[CH:49]=[CH:48][CH:47]=[CH:46][CH:45]=1)[C:38]1[CH:43]=[CH:42][CH:41]=[CH:40][CH:39]=1)([CH3:26])([CH3:25])[CH3:24]. (2) The reactants are: [Cl:1][C:2]1[CH:19]=[C:18]([CH2:20][O:21][CH3:22])[CH:17]=[C:16]([Cl:23])[C:3]=1[O:4][C:5]1[CH:6]=[CH:7][C:8]([O:14][CH3:15])=[C:9]([CH:13]=1)[C:10]([OH:12])=O.C(OC(Cl)=O)C(C)C.CN1CCOCC1.[CH:39]1([NH2:43])[CH2:42][CH2:41][CH2:40]1. Given the product [CH:39]1([NH:43][C:10](=[O:12])[C:9]2[CH:13]=[C:5]([O:4][C:3]3[C:2]([Cl:1])=[CH:19][C:18]([CH2:20][O:21][CH3:22])=[CH:17][C:16]=3[Cl:23])[CH:6]=[CH:7][C:8]=2[O:14][CH3:15])[CH2:42][CH2:41][CH2:40]1, predict the reactants needed to synthesize it. (3) Given the product [OH:21][C:7]([CH3:17])([CH2:6][CH2:5][C:4]1[C:9](=[O:8])[C:10]([CH3:13])=[C:11]([CH3:12])[C:2](=[O:1])[C:3]=1[CH3:18])[C:14]([NH2:16])=[O:15], predict the reactants needed to synthesize it. The reactants are: [OH:1][C:2]1[C:3]([CH3:18])=[C:4]2[C:9](=[C:10]([CH3:13])[C:11]=1[CH3:12])[O:8][C:7]([CH3:17])([C:14]([NH2:16])=[O:15])[CH2:6][CH2:5]2.CC[O:21]C(C)=O. (4) Given the product [CH:14]1([C:3]2[C:4]3[S:9][C:8]([C:10]([O:12][CH3:13])=[O:11])=[CH:7][C:5]=3[NH:6][C:2]=2[C:23]2[CH:24]=[CH:25][CH:26]=[CH:27][C:22]=2[CH:20]=[CH2:21])[CH2:19][CH2:18][CH2:17][CH2:16][CH2:15]1, predict the reactants needed to synthesize it. The reactants are: Br[C:2]1[NH:6][C:5]2[CH:7]=[C:8]([C:10]([O:12][CH3:13])=[O:11])[S:9][C:4]=2[C:3]=1[CH:14]1[CH2:19][CH2:18][CH2:17][CH2:16][CH2:15]1.[CH:20]([C:22]1[CH:27]=[CH:26][CH:25]=[CH:24][C:23]=1B(O)O)=[CH2:21].C([O-])([O-])=O.[Na+].[Na+]. (5) Given the product [C:1]([O:5][C:6]([N:8]([C:39]([O:41][C:42]([CH3:45])([CH3:44])[CH3:43])=[O:40])[C:9]1[C:14]([C:15]([O:17][CH3:18])=[O:16])=[C:13]([OH:19])[C:12]([C:20]2[C:24]([F:25])=[CH:23][O:22][C:21]=2[CH2:30][OH:31])=[CH:11][CH:10]=1)=[O:7])([CH3:3])([CH3:4])[CH3:2], predict the reactants needed to synthesize it. The reactants are: [C:1]([O:5][C:6]([N:8]([C:39]([O:41][C:42]([CH3:45])([CH3:44])[CH3:43])=[O:40])[C:9]1[C:14]([C:15]([O:17][CH3:18])=[O:16])=[C:13]([OH:19])[C:12]([C:20]2[C:24]([F:25])=[C:23]([Si](C)(C)C)[O:22][C:21]=2[CH2:30][O:31][Si](C(C)(C)C)(C)C)=[CH:11][CH:10]=1)=[O:7])([CH3:4])([CH3:3])[CH3:2].[F-].C([N+](CCCC)(CCCC)CCCC)CCC. (6) Given the product [CH3:1][C:2]1[C:3]([C:12]([C:14]2[N:15]=[CH:16][N:17]([C:19]([C:32]3[CH:37]=[CH:36][CH:35]=[CH:34][CH:33]=3)([C:26]3[CH:31]=[CH:30][CH:29]=[CH:28][CH:27]=3)[C:20]3[CH:25]=[CH:24][CH:23]=[CH:22][CH:21]=3)[CH:18]=2)=[CH2:41])=[CH:4][CH:5]=[C:6]2[C:11]=1[N:10]=[CH:9][CH:8]=[CH:7]2, predict the reactants needed to synthesize it. The reactants are: [CH3:1][C:2]1[C:3]([C:12]([C:14]2[N:15]=[CH:16][N:17]([C:19]([C:32]3[CH:37]=[CH:36][CH:35]=[CH:34][CH:33]=3)([C:26]3[CH:31]=[CH:30][CH:29]=[CH:28][CH:27]=3)[C:20]3[CH:25]=[CH:24][CH:23]=[CH:22][CH:21]=3)[CH:18]=2)=O)=[CH:4][CH:5]=[C:6]2[C:11]=1[N:10]=[CH:9][CH:8]=[CH:7]2.C[Mg+].[Br-].[CH3:41]CN(CC)CC.CS(Cl)(=O)=O.